This data is from Catalyst prediction with 721,799 reactions and 888 catalyst types from USPTO. The task is: Predict which catalyst facilitates the given reaction. (1) Reactant: Cl[C:2]1[N:11]=[CH:10][C:9]2[CH2:8][CH2:7][C:6]3[CH:12]=[CH:13][CH:14]=[CH:15][C:5]=3[C:4]=2[N:3]=1.[NH2:16][NH2:17]. Product: [NH:16]([C:2]1[N:11]=[CH:10][C:9]2[CH2:8][CH2:7][C:6]3[CH:12]=[CH:13][CH:14]=[CH:15][C:5]=3[C:4]=2[N:3]=1)[NH2:17]. The catalyst class is: 17. (2) Reactant: Cl.[NH2:2][C:3]([NH2:5])=[NH:4].[H-].[Na+].Cl[C:9]1[C:18]2[C:13](=[CH:14][CH:15]=[C:16]([S:19]([NH:22][C:23]3[CH:24]=[C:25]([CH:30]=[CH:31][C:32]=3[O:33][CH3:34])[C:26]([O:28][CH3:29])=[O:27])(=[O:21])=[O:20])[CH:17]=2)[C:12]([Cl:35])=[CH:11][N:10]=1. Product: [Cl:35][C:12]1[C:13]2[C:18](=[CH:17][C:16]([S:19]([NH:22][C:23]3[CH:24]=[C:25]([CH:30]=[CH:31][C:32]=3[O:33][CH3:34])[C:26]([O:28][CH3:29])=[O:27])(=[O:21])=[O:20])=[CH:15][CH:14]=2)[C:9]([NH:4][C:3]([NH2:5])=[NH:2])=[N:10][CH:11]=1. The catalyst class is: 16. (3) Reactant: F[C:2]1[C:7]([C:8]([N:10]2[CH2:15][CH2:14][N:13]([C:16]([O:18][C:19]([CH3:22])([CH3:21])[CH3:20])=[O:17])[CH2:12][CH:11]2[CH2:23][OH:24])=[O:9])=[CH:6][CH:5]=[C:4]([F:25])[N:3]=1.[H-].[Na+]. The catalyst class is: 9. Product: [F:25][C:4]1[CH:5]=[CH:6][C:7]2[C:8](=[O:9])[N:10]3[CH2:15][CH2:14][N:13]([C:16]([O:18][C:19]([CH3:22])([CH3:21])[CH3:20])=[O:17])[CH2:12][CH:11]3[CH2:23][O:24][C:2]=2[N:3]=1. (4) Reactant: [Cl:1][C:2]1[CH:3]=[C:4]([CH:27]=[CH:28][C:29]=1[Cl:30])[CH2:5][NH:6][C:7]1[N:8]=[C:9]([NH:23][CH2:24][CH2:25][CH3:26])[C:10]2[N:16]=[C:15]([NH:17][CH3:18])[N:14]=[C:13]([NH:19][CH2:20][CH2:21][CH3:22])[C:11]=2[N:12]=1.Cl.C(OCC)C.Cl.ClC1N=C(NCCC)C2N=C(NC)N=C(NCCC)C=2N=1. Product: [ClH:1].[Cl:1][C:2]1[CH:3]=[C:4]([CH:27]=[CH:28][C:29]=1[Cl:30])[CH2:5][NH:6][C:7]1[N:8]=[C:9]([NH:23][CH2:24][CH2:25][CH3:26])[C:10]2[N:16]=[C:15]([NH:17][CH3:18])[N:14]=[C:13]([NH:19][CH2:20][CH2:21][CH3:22])[C:11]=2[N:12]=1. The catalyst class is: 27. (5) Reactant: [N+:1]([C:4]1[CH:9]=[CH:8][N:7]=[C:6]([C:10]([NH2:12])=[O:11])[CH:5]=1)([O-])=O.[H][H]. Product: [NH2:1][C:4]1[CH:9]=[CH:8][N:7]=[C:6]([C:10]([NH2:12])=[O:11])[CH:5]=1. The catalyst class is: 19. (6) Reactant: [N:1]1[CH:6]=[CH:5][N:4]=[CH:3][C:2]=1[C:7]1[CH:12]=[CH:11][CH:10]=[CH:9][C:8]=1[CH2:13]O.C1C=CC(P([N:29]=[N+:30]=[N-:31])(C2C=CC=CC=2)=O)=CC=1.C1CCN2C(=NCCC2)CC1. Product: [N:29]([CH2:13][C:8]1[CH:9]=[CH:10][CH:11]=[CH:12][C:7]=1[C:2]1[CH:3]=[N:4][CH:5]=[CH:6][N:1]=1)=[N+:30]=[N-:31]. The catalyst class is: 1. (7) Reactant: [CH3:1][O:2][C:3]1[CH:9]=[CH:8][C:6]([NH2:7])=[C:5]([C:10]2[O:11][CH:12]=[CH:13][N:14]=2)[CH:4]=1.[N:15]([C:18]1[S:19][C:20]([C:23]([F:26])([F:25])[F:24])=[N:21][N:22]=1)=[C:16]=[O:17]. Product: [CH3:1][O:2][C:3]1[CH:9]=[CH:8][C:6]([NH:7][C:16]([NH:15][C:18]2[S:19][C:20]([C:23]([F:25])([F:24])[F:26])=[N:21][N:22]=2)=[O:17])=[C:5]([C:10]2[O:11][CH:12]=[CH:13][N:14]=2)[CH:4]=1. The catalyst class is: 527. (8) Reactant: [CH3:1][O:2][C:3]([C@@H:5]1[CH2:9][C@@H:8]([S:10]([C:13]2[CH:18]=[CH:17][CH:16]=[CH:15][C:14]=2[Cl:19])(=[O:12])=[O:11])[CH2:7][N:6]1C(OC(C)(C)C)=O)=[O:4].FC(F)(F)C(O)=O. Product: [CH3:1][O:2][C:3]([C@@H:5]1[CH2:9][C@@H:8]([S:10]([C:13]2[CH:18]=[CH:17][CH:16]=[CH:15][C:14]=2[Cl:19])(=[O:11])=[O:12])[CH2:7][NH:6]1)=[O:4]. The catalyst class is: 4.